This data is from Full USPTO retrosynthesis dataset with 1.9M reactions from patents (1976-2016). The task is: Predict the reactants needed to synthesize the given product. (1) Given the product [NH2:22][C:18]1[N:17]=[C:16]([S:13]([NH:12][C:10]([C:9]2[C:8]([O:27][C:28]3[C:29]([CH3:36])=[CH:30][C:31]([CH3:35])=[CH:32][C:33]=3[CH3:34])=[N:7][C:6]([NH:5][C:1]([CH3:4])([CH3:3])[CH3:2])=[CH:26][CH:25]=2)=[O:11])(=[O:14])=[O:15])[CH:21]=[CH:20][CH:19]=1, predict the reactants needed to synthesize it. The reactants are: [C:1]([NH:5][C:6]1[CH:26]=[CH:25][C:9]([C:10]([NH:12][S:13]([C:16]2[CH:21]=[CH:20][CH:19]=[C:18]([N+:22]([O-])=O)[N:17]=2)(=[O:15])=[O:14])=[O:11])=[C:8]([O:27][C:28]2[C:33]([CH3:34])=[CH:32][C:31]([CH3:35])=[CH:30][C:29]=2[CH3:36])[N:7]=1)([CH3:4])([CH3:3])[CH3:2]. (2) The reactants are: [Cl:1][C:2]1[CH:3]=[C:4]([CH3:12])[C:5]2[O:9][C:8](S)=[N:7][C:6]=2[CH:11]=1.[CH3:13][N:14]1[CH2:19][CH2:18][NH:17][CH2:16][CH2:15]1. Given the product [Cl:1][C:2]1[CH:3]=[C:4]([CH3:12])[C:5]2[O:9][C:8]([N:17]3[CH2:18][CH2:19][N:14]([CH3:13])[CH2:15][CH2:16]3)=[N:7][C:6]=2[CH:11]=1, predict the reactants needed to synthesize it. (3) Given the product [CH3:25][C@H:14]1[CH2:13][N:12]([C:5]2[C:6]3[C:11](=[CH:10][CH:9]=[CH:8][CH:7]=3)[C:2]([C:26]3[CH:31]=[CH:30][CH:29]=[CH:28][CH:27]=3)=[N:3][N:4]=2)[CH2:17][CH2:16][N:15]1[C:18]([O:20][C:21]([CH3:24])([CH3:23])[CH3:22])=[O:19], predict the reactants needed to synthesize it. The reactants are: Cl[C:2]1[C:11]2[C:6](=[CH:7][CH:8]=[CH:9][CH:10]=2)[C:5]([N:12]2[CH2:17][CH2:16][N:15]([C:18]([O:20][C:21]([CH3:24])([CH3:23])[CH3:22])=[O:19])[C@@H:14]([CH3:25])[CH2:13]2)=[N:4][N:3]=1.[C:26]1(B(O)O)[CH:31]=[CH:30][CH:29]=[CH:28][CH:27]=1.C1(C)C=CC=CC=1.C(=O)([O-])[O-].[Na+].[Na+].